Task: Predict the reactants needed to synthesize the given product.. Dataset: Full USPTO retrosynthesis dataset with 1.9M reactions from patents (1976-2016) (1) Given the product [CH3:19][C:10]1[CH2:11][CH:12]([C:13]2[CH:18]=[CH:17][CH:16]=[CH:15][CH:14]=2)[N:8]([C:5]2[CH:6]=[CH:7][C:2]([B:20]3[O:24][C:23]([CH3:26])([CH3:25])[C:22]([CH3:28])([CH3:27])[O:21]3)=[CH:3][CH:4]=2)[N:9]=1, predict the reactants needed to synthesize it. The reactants are: Br[C:2]1[CH:7]=[CH:6][C:5]([N:8]2[CH:12]([C:13]3[CH:18]=[CH:17][CH:16]=[CH:15][CH:14]=3)[CH2:11][C:10]([CH3:19])=[N:9]2)=[CH:4][CH:3]=1.[B:20]1([B:20]2[O:24][C:23]([CH3:26])([CH3:25])[C:22]([CH3:28])([CH3:27])[O:21]2)[O:24][C:23]([CH3:26])([CH3:25])[C:22]([CH3:28])([CH3:27])[O:21]1.ClCCl.C([O-])(=O)C.[K+]. (2) Given the product [Br:1][C:2]1[CH:8]=[CH:7][C:5]([NH:6][CH:19]2[CH2:20][CH:21]3[N:16]([CH3:15])[CH:17]([CH2:23][CH2:22]3)[CH2:18]2)=[C:4]([CH2:9][CH:10]([O:13][CH3:14])[O:11][CH3:12])[CH:3]=1, predict the reactants needed to synthesize it. The reactants are: [Br:1][C:2]1[CH:8]=[CH:7][C:5]([NH2:6])=[C:4]([CH2:9][CH:10]([O:13][CH3:14])[O:11][CH3:12])[CH:3]=1.[CH3:15][N:16]1[CH:21]2[CH2:22][CH2:23][CH:17]1[CH2:18][C:19](=O)[CH2:20]2.S([O-])([O-])(=O)=O.[Na+].[Na+].C(O[BH-](OC(=O)C)OC(=O)C)(=O)C.[Na+].